Dataset: Retrosynthesis with 50K atom-mapped reactions and 10 reaction types from USPTO. Task: Predict the reactants needed to synthesize the given product. (1) Given the product CCc1nc2c(C)cc(NC(=NS(=O)(=O)c3ccccc3)N(C)C)cc2n1Cc1ccc(-c2ccccc2C(=O)O)cc1, predict the reactants needed to synthesize it. The reactants are: CCc1nc2c(C)cc(NC(=NS(=O)(=O)c3ccccc3)N(C)C)cc2n1Cc1ccc(-c2ccccc2C(=O)OC)cc1. (2) Given the product Cc1ccc(S(=O)(=O)OC[C@H]2OC(=O)N[C@H]2Cc2ccccc2)cc1, predict the reactants needed to synthesize it. The reactants are: Cc1ccc(S(=O)(=O)Cl)cc1.O=C1N[C@@H](Cc2ccccc2)[C@@H](CO)O1. (3) Given the product O=C(CCSc1ccc2ccccc2c1)Nc1ccc2cnn(CCN3CCCC3)c2c1, predict the reactants needed to synthesize it. The reactants are: Nc1ccc2cnn(CCN3CCCC3)c2c1.O=C(O)CCSc1ccc2ccccc2c1. (4) Given the product CC1=C(C=O)C(C)(C)CC2(C1)OCCO2, predict the reactants needed to synthesize it. The reactants are: CC1=C(CO)C(C)(C)CC2(C1)OCCO2. (5) Given the product Cc1cc(CO)c(C)o1, predict the reactants needed to synthesize it. The reactants are: COC(=O)c1cc(C)oc1C.